This data is from HIV replication inhibition screening data with 41,000+ compounds from the AIDS Antiviral Screen. The task is: Binary Classification. Given a drug SMILES string, predict its activity (active/inactive) in a high-throughput screening assay against a specified biological target. (1) The molecule is Nc1nc(O)c(N=O)c(Nc2ccc(Cl)c(Cl)c2)n1. The result is 0 (inactive). (2) The drug is COc1ccc(N=Nc2c(N)n(C)[nH]c2=N)cc1. The result is 0 (inactive). (3) The compound is COc1ccc(Nc2ccc([N+](=O)[O-])c3nonc23)cc1. The result is 0 (inactive). (4) The molecule is Cc1cc2c(cc1Cl)Sc1nccn1S2(=O)=O. The result is 1 (active).